Task: Predict the reaction yield, written as a fraction of the theoretical maximum amount of product (1.0 means a 100% yield; for example, 0.34 means a 34% yield).. Dataset: Reaction yield outcomes from USPTO patents with 853,638 reactions (1) The reactants are [NH2:1][CH:2]([CH:18]([CH3:20])[CH3:19])[CH2:3][N:4]1[CH:8]=[CH:7][C:6]([C:9]2[CH:16]=[CH:15][C:12]([C:13]#[N:14])=[C:11]([Cl:17])[CH:10]=2)=[N:5]1.[N:21]1[CH:26]=[CH:25][CH:24]=[C:23]([C:27]2[NH:31][N:30]=[C:29]([C:32](O)=[O:33])[CH:28]=2)[CH:22]=1. No catalyst specified. The product is [Cl:17][C:11]1[CH:10]=[C:9]([C:6]2[CH:7]=[CH:8][N:4]([CH2:3][CH:2]([NH:1][C:32]([C:29]3[NH:30][N:31]=[C:27]([C:23]4[CH:22]=[N:21][CH:26]=[CH:25][CH:24]=4)[CH:28]=3)=[O:33])[CH:18]([CH3:20])[CH3:19])[N:5]=2)[CH:16]=[CH:15][C:12]=1[C:13]#[N:14]. The yield is 0.120. (2) The reactants are [C:1]([N:4]1[C@@H:8]([C:9]([OH:11])=[O:10])[C:7]([CH3:13])([CH3:12])[S:6][C@H:5]1[C:14]1[CH:19]=[CH:18][CH:17]=[CH:16][CH:15]=1)(=[O:3])[CH3:2].[C:20]([N:23]1[C:27]2[CH:28]=[CH:29][C:30]([Cl:32])=[CH:31][C:26]=2[S:25][CH:24]1[C:33]1[CH:38]=[C:37]([O:39][CH3:40])[CH:36]=[CH:35][C:34]=1O)(=[O:22])[CH3:21].N(C(OCC)=O)=NC(OCC)=O. The catalyst is CN(C=O)C. The product is [C:20]([N:23]1[C:27]2[CH:28]=[CH:29][C:30]([Cl:32])=[CH:31][C:26]=2[S:25][CH:24]1[C:33]1[CH:38]=[C:37]([O:39][CH3:40])[CH:36]=[CH:35][C:34]=1[O:10][C:9]([C@H:8]1[C:7]([CH3:13])([CH3:12])[S:6][C@@H:5]([C:14]2[CH:15]=[CH:16][CH:17]=[CH:18][CH:19]=2)[N:4]1[C:1](=[O:3])[CH3:2])=[O:11])(=[O:22])[CH3:21]. The yield is 0.430. (3) The product is [CH:32]1([CH2:35][NH:36][C:27]([C:12]2[C:13]([OH:26])=[C:14]([C:17]([NH:19][CH2:20][C:21]([OH:23])=[O:22])=[O:18])[C:15](=[O:16])[N:10]([CH2:9][C:3]3[CH:4]=[CH:5][C:6]([Cl:8])=[CH:7][C:2]=3[Cl:1])[C:11]=2[OH:31])=[O:28])[CH2:34][CH2:33]1. The catalyst is C(Cl)(Cl)Cl. The reactants are [Cl:1][C:2]1[CH:7]=[C:6]([Cl:8])[CH:5]=[CH:4][C:3]=1[CH2:9][N:10]1[C:15](=[O:16])[C:14]([C:17]([NH:19][CH2:20][C:21]([O:23]CC)=[O:22])=[O:18])=[C:13]([OH:26])[C:12]([C:27](OC)=[O:28])=[C:11]1[OH:31].[CH:32]1([CH2:35][NH2:36])[CH2:34][CH2:33]1. The yield is 0.228. (4) The reactants are N([O-])=O.[Na+].N[C:6]1[C:11]([F:12])=[CH:10][C:9]([N:13]([C:18]2[C:37]([CH:38]3[CH2:40][CH2:39]3)=[CH:36][C:21]3[C:22]([C:32]([NH:34][CH3:35])=[O:33])=[C:23]([C:25]4[CH:30]=[CH:29][C:28]([F:31])=[CH:27][CH:26]=4)[O:24][C:20]=3[CH:19]=2)[S:14]([CH3:17])(=[O:16])=[O:15])=[CH:8][C:7]=1[F:41].[BrH:42]. The catalyst is C(#N)C.CCOC(C)=O.O.[Cu]Br. The product is [Br:42][C:6]1[C:11]([F:12])=[CH:10][C:9]([N:13]([C:18]2[C:37]([CH:38]3[CH2:40][CH2:39]3)=[CH:36][C:21]3[C:22]([C:32]([NH:34][CH3:35])=[O:33])=[C:23]([C:25]4[CH:30]=[CH:29][C:28]([F:31])=[CH:27][CH:26]=4)[O:24][C:20]=3[CH:19]=2)[S:14]([CH3:17])(=[O:16])=[O:15])=[CH:8][C:7]=1[F:41]. The yield is 0.360. (5) The reactants are [C@H:1]12[CH2:15][C@H:5]([N:6]([C:8]([O:10][C:11]([CH3:14])([CH3:13])[CH3:12])=[O:9])[CH2:7]1)[CH2:4][NH:3][CH2:2]2.C(N(CC)CC)C.Cl[C:24]([O:26][CH3:27])=[O:25]. The catalyst is ClCCl. The product is [C@H:1]12[CH2:15][C@H:5]([N:6]([C:8]([O:10][C:11]([CH3:12])([CH3:14])[CH3:13])=[O:9])[CH2:7]1)[CH2:4][N:3]([C:24]([O:26][CH3:27])=[O:25])[CH2:2]2. The yield is 1.00. (6) The reactants are [C:1]([C:4]1[CH:9]=[CH:8][C:7]([S:10]([NH2:13])(=[O:12])=[O:11])=[CH:6][CH:5]=1)(=[O:3])[CH3:2].[NH:14]1[C:22]2[C:17](=[CH:18][CH:19]=[CH:20][CH:21]=2)[CH:16]=[C:15]1[C:23]1[C:24]([O:33][CH3:34])=[CH:25][C:26]([O:31][CH3:32])=[C:27]([CH:30]=1)[CH:28]=O. No catalyst specified. The product is [NH:14]1[C:22]2[C:17](=[CH:18][CH:19]=[CH:20][CH:21]=2)[CH:16]=[C:15]1[C:23]1[C:24]([O:33][CH3:34])=[CH:25][C:26]([O:31][CH3:32])=[C:27](/[CH:28]=[CH:2]/[C:1]([C:4]2[CH:5]=[CH:6][C:7]([S:10]([NH2:13])(=[O:11])=[O:12])=[CH:8][CH:9]=2)=[O:3])[CH:30]=1. The yield is 0.700. (7) The reactants are [N+:1]([C:4]1[CH:23]=[CH:22][CH:21]=[CH:20][C:5]=1[C:6]([NH:8][C:9]1[CH:19]=[CH:18][CH:17]=[CH:16][C:10]=1[C:11]([O:13][CH2:14][CH3:15])=[O:12])=[O:7])([O-])=O.CO. The catalyst is CCOC(C)=O.[Pd]. The product is [NH2:1][C:4]1[CH:23]=[CH:22][CH:21]=[CH:20][C:5]=1[C:6]([NH:8][C:9]1[CH:19]=[CH:18][CH:17]=[CH:16][C:10]=1[C:11]([O:13][CH2:14][CH3:15])=[O:12])=[O:7]. The yield is 1.00.